From a dataset of Forward reaction prediction with 1.9M reactions from USPTO patents (1976-2016). Predict the product of the given reaction. (1) The product is: [O:1]=[C:2]1[C:10]2[C:5](=[CH:6][CH:7]=[CH:8][CH:9]=2)[C:4](=[O:11])[N:3]1[CH2:12][CH2:13][N:14]1[C:23]2[C:18](=[N:19][CH:20]=[C:21]([CH2:24][C:25]3[CH:26]=[CH:27][C:28]([F:31])=[CH:29][CH:30]=3)[CH:22]=2)[C:17]([OH:32])=[C:16]([C:33]([NH2:42])=[O:35])[C:15]1=[O:38]. Given the reactants [O:1]=[C:2]1[C:10]2[C:5](=[CH:6][CH:7]=[CH:8][CH:9]=2)[C:4](=[O:11])[N:3]1[CH2:12][CH2:13][N:14]1[C:23]2[C:18](=[N:19][CH:20]=[C:21]([CH2:24][C:25]3[CH:30]=[CH:29][C:28]([F:31])=[CH:27][CH:26]=3)[CH:22]=2)[C:17]([OH:32])=[C:16]([C:33]([O:35]CC)=O)[C:15]1=[O:38].C(C[NH2:42])O, predict the reaction product. (2) The product is: [Br:11][C:2]1[C:7]([CH3:8])=[C:6]([CH3:9])[C:5]([CH3:10])=[CH:4][N:3]=1. Given the reactants N[C:2]1[C:7]([CH3:8])=[C:6]([CH3:9])[C:5]([CH3:10])=[CH:4][N:3]=1.[BrH:11].BrBr.N([O-])=O.[Na+].[OH-].[Na+], predict the reaction product. (3) Given the reactants C[O:2][C:3](=[O:27])[CH2:4][O:5][C:6]1[CH:15]=[CH:14][C:13]([Cl:16])=[C:12]2[C:7]=1[C:8]([CH3:26])=[C:9]([S:18][C:19]1[CH:24]=[CH:23][C:22]([Cl:25])=[CH:21][CH:20]=1)[C:10]([CH3:17])=[N:11]2.CO.[OH-].[Na+].Cl, predict the reaction product. The product is: [Cl:16][C:13]1[CH:14]=[CH:15][C:6]([O:5][CH2:4][C:3]([OH:27])=[O:2])=[C:7]2[C:12]=1[N:11]=[C:10]([CH3:17])[C:9]([S:18][C:19]1[CH:20]=[CH:21][C:22]([Cl:25])=[CH:23][CH:24]=1)=[C:8]2[CH3:26]. (4) Given the reactants [NH2:1][C:2]1[CH:10]=[CH:9][C:5]([C:6]([OH:8])=O)=[CH:4][C:3]=1[F:11].[C:12]([NH:16][C:17]([C:19]1[O:20][C:21]([CH2:24][N:25]2[CH2:30][CH2:29][NH:28][CH2:27][CH2:26]2)=[CH:22][CH:23]=1)=[O:18])([CH3:15])([CH3:14])[CH3:13].C(N(CC)CC)C.CCCP1(OP(CCC)(=O)OP(CCC)(=O)O1)=O, predict the reaction product. The product is: [NH2:1][C:2]1[CH:10]=[CH:9][C:5]([C:6]([N:28]2[CH2:29][CH2:30][N:25]([CH2:24][C:21]3[O:20][C:19]([C:17]([NH:16][C:12]([CH3:15])([CH3:14])[CH3:13])=[O:18])=[CH:23][CH:22]=3)[CH2:26][CH2:27]2)=[O:8])=[CH:4][C:3]=1[F:11]. (5) The product is: [OH:11][C:5]1[CH:4]=[C:3]([O:2][CH3:1])[C:8]([O:9][CH3:10])=[CH:7][C:6]=1[CH:25]=[O:26]. Given the reactants [CH3:1][O:2][C:3]1[CH:4]=[C:5]([OH:11])[CH:6]=[CH:7][C:8]=1[O:9][CH3:10].C1N2CN3CN(C2)CN1C3.Cl.FC(F)(F)[C:25](O)=[O:26], predict the reaction product. (6) Given the reactants [C:1]([O:5][C:6]([NH:8][C:9]([CH3:29])([CH3:28])[CH2:10][C:11]1[C:19]2[C:14](=[C:15](OS(C(F)(F)F)(=O)=O)[CH:16]=[CH:17][CH:18]=2)[NH:13][CH:12]=1)=[O:7])([CH3:4])([CH3:3])[CH3:2].C(N(CC)CC)C.[S:37]1[CH:41]=[CH:40][C:39](B(O)O)=[CH:38]1, predict the reaction product. The product is: [C:1]([O:5][C:6](=[O:7])[NH:8][C:9]([CH3:29])([CH3:28])[CH2:10][C:11]1[C:19]2[C:14](=[C:15]([C:39]3[CH:40]=[CH:41][S:37][CH:38]=3)[CH:16]=[CH:17][CH:18]=2)[NH:13][CH:12]=1)([CH3:2])([CH3:3])[CH3:4].